Dataset: Forward reaction prediction with 1.9M reactions from USPTO patents (1976-2016). Task: Predict the product of the given reaction. The product is: [CH2:1]([O:8][C:9]1[CH:10]=[CH:11][C:12]([Br:22])=[C:13]([CH2:15][CH2:16][C:20]#[N:21])[CH:14]=1)[C:2]1[CH:3]=[CH:4][CH:5]=[CH:6][CH:7]=1. Given the reactants [CH2:1]([O:8][C:9]1[CH:10]=[CH:11][C:12]([Br:22])=[C:13]([CH2:15][CH:16]([C:20]#[N:21])C(O)=O)[CH:14]=1)[C:2]1[CH:7]=[CH:6][CH:5]=[CH:4][CH:3]=1.O, predict the reaction product.